This data is from Catalyst prediction with 721,799 reactions and 888 catalyst types from USPTO. The task is: Predict which catalyst facilitates the given reaction. (1) Reactant: Cl[C:28]1[CH:29]=[CH:24]C(N([C@H]2[C:29]3[C:28](=[CH:27][CH:26]=C[CH:24]=3)N(C(=O)[C:24]3[CH:29]=[CH:28][C:27](O)=[CH:26]C=3)[C@@H](C)C2)C(=O)CC)=[CH:26][CH:27]=1.[Cl:33][C:34]1[CH:39]=[CH:38][C:37]([N:40]([C@H:44]2[C:53]3[C:48](=[CH:49][CH:50]=[CH:51][CH:52]=3)[N:47]([C:54](=[O:62])[C:55]3[CH:60]=[CH:59][C:58]([OH:61])=[CH:57][CH:56]=3)[C@@H:46]([CH3:63])[CH2:45]2)[C:41](=[O:43])[CH3:42])=[CH:36][CH:35]=1.C1(Br)CCCC1.C(=O)([O-])[O-].[K+].[K+].[I-].[K+]. Product: [Cl:33][C:34]1[CH:35]=[CH:36][C:37]([N:40]([C@H:44]2[C:53]3[C:48](=[CH:49][CH:50]=[CH:51][CH:52]=3)[N:47]([C:54](=[O:62])[C:55]3[CH:56]=[CH:57][C:58]([O:61][CH:26]4[CH2:27][CH2:28][CH2:29][CH2:24]4)=[CH:59][CH:60]=3)[C@@H:46]([CH3:63])[CH2:45]2)[C:41](=[O:43])[CH3:42])=[CH:38][CH:39]=1. The catalyst class is: 9. (2) Reactant: Cl[C:2]1[N:7]=[CH:6][N:5]=[C:4]([NH:8][C:9](=[O:18])[C:10]2[C:15]([Cl:16])=[CH:14][CH:13]=[CH:12][C:11]=2[Cl:17])[CH:3]=1.[NH2:19][C:20]1[CH:30]=[CH:29][C:23]([C:24]([O:26][CH2:27][CH3:28])=[O:25])=[CH:22][CH:21]=1.C1(P(C2C=CC=CC=2)C2C3OC4C(=CC=CC=4P(C4C=CC=CC=4)C4C=CC=CC=4)C(C)(C)C=3C=CC=2)C=CC=CC=1.C(=O)([O-])[O-].[Cs+].[Cs+]. Product: [Cl:17][C:11]1[CH:12]=[CH:13][CH:14]=[C:15]([Cl:16])[C:10]=1[C:9]([NH:8][C:4]1[N:5]=[CH:6][N:7]=[C:2]([NH:19][C:20]2[CH:21]=[CH:22][C:23]([C:24]([O:26][CH2:27][CH3:28])=[O:25])=[CH:29][CH:30]=2)[CH:3]=1)=[O:18]. The catalyst class is: 110. (3) Reactant: [C:1]([NH:18][C@H:19]([C:23]([OH:25])=[O:24])[CH:20]([CH3:22])[CH3:21])([O:3][CH2:4][CH:5]1[C:17]2[C:12](=[CH:13][CH:14]=[CH:15][CH:16]=2)[C:11]2[C:6]1=[CH:7][CH:8]=[CH:9][CH:10]=2)=[O:2].CCN(C(C)C)C(C)C.[Cl-].O[C@H:37](/[CH:72]=[CH:73]/[CH2:74][CH2:75][S:76][C:77]([C:90]1[CH:95]=[CH:94][CH:93]=[CH:92][CH:91]=1)([C:84]1[CH:89]=[CH:88][CH:87]=[CH:86][CH:85]=1)[C:78]1[CH:83]=[CH:82][CH:81]=[CH:80][CH:79]=1)[CH2:38][C:39]([NH:41][CH2:42][C:43]1[N:48]=[C:47]([CH2:49][N:50]([CH2:61][C:62]2[C:71]3[C:66](=[CH:67][CH:68]=[CH:69][CH:70]=3)[CH:65]=[CH:64][CH:63]=2)[CH2:51][C:52]([O:54][CH2:55][CH2:56][Si:57]([CH3:60])([CH3:59])[CH3:58])=[O:53])[CH:46]=[CH:45][CH:44]=1)=[O:40]. Product: [CH:7]1[C:6]2[CH:5]([CH2:4][O:3][C:1]([NH:18][C@@H:19]([C:23]([O:25][C@H:37](/[CH:72]=[CH:73]/[CH2:74][CH2:75][S:76][C:77]([C:78]3[CH:83]=[CH:82][CH:81]=[CH:80][CH:79]=3)([C:84]3[CH:89]=[CH:88][CH:87]=[CH:86][CH:85]=3)[C:90]3[CH:91]=[CH:92][CH:93]=[CH:94][CH:95]=3)[CH2:38][C:39]([NH:41][CH2:42][C:43]3[CH:44]=[CH:45][CH:46]=[C:47]([CH2:49][N:50]([CH2:61][C:62]4[C:71]5[C:66](=[CH:67][CH:68]=[CH:69][CH:70]=5)[CH:65]=[CH:64][CH:63]=4)[CH2:51][C:52](=[O:53])[O:54][CH2:55][CH2:56][Si:57]([CH3:60])([CH3:58])[CH3:59])[N:48]=3)=[O:40])=[O:24])[CH:20]([CH3:21])[CH3:22])=[O:2])[C:17]3[C:12](=[CH:13][CH:14]=[CH:15][CH:16]=3)[C:11]=2[CH:10]=[CH:9][CH:8]=1. The catalyst class is: 230. (4) Reactant: Br[C:2]1[CH:11]=[CH:10][CH:9]=[C:8]2[C:3]=1[CH2:4][CH2:5][N:6]([C:12](=[O:17])[C:13]([F:16])([F:15])[F:14])[CH2:7]2.C(Cl)Cl.C1C=CC=CC=1.[Br-].[CH2:28]([O:30][C:31](=[O:36])[CH2:32][CH2:33][CH2:34][Zn+])[CH3:29]. Product: [F:14][C:13]([F:16])([F:15])[C:12]([N:6]1[CH2:5][CH2:4][C:3]2[C:8](=[CH:9][CH:10]=[CH:11][C:2]=2[CH2:34][CH2:33][CH2:32][C:31]([O:30][CH2:28][CH3:29])=[O:36])[CH2:7]1)=[O:17]. The catalyst class is: 450. (5) Reactant: [OH:1][C:2]1[CH:10]=[CH:9][C:8]([C:11](=[O:19])[CH2:12][CH2:13][CH2:14][CH2:15][CH2:16][CH2:17][CH3:18])=[CH:7][C:3]=1[C:4]([OH:6])=[O:5].N1C=CC=CC=1.[C:26](Cl)(=[O:28])[CH3:27].O. Product: [C:26]([O:1][C:2]1[CH:10]=[CH:9][C:8]([C:11](=[O:19])[CH2:12][CH2:13][CH2:14][CH2:15][CH2:16][CH2:17][CH3:18])=[CH:7][C:3]=1[C:4]([OH:6])=[O:5])(=[O:28])[CH3:27]. The catalyst class is: 21. (6) Reactant: [Cl:1][C:2]1[CH:10]=[C:9]2[C:5]([C:6]([C:11]([N:13]3[CH2:18][CH2:17][CH:16]([N:19]4[C:23]5[CH:24]=[CH:25][CH:26]=[CH:27][C:22]=5[NH:21][C:20]4=[O:28])[CH2:15][CH2:14]3)=[O:12])=[CH:7][NH:8]2)=[CH:4][CH:3]=1.[H-].[Na+].Cl[CH2:32][C:33]#[N:34]. Product: [Cl:1][C:2]1[CH:10]=[C:9]2[C:5]([C:6]([C:11]([N:13]3[CH2:18][CH2:17][CH:16]([N:19]4[C:23]5[CH:24]=[CH:25][CH:26]=[CH:27][C:22]=5[NH:21][C:20]4=[O:28])[CH2:15][CH2:14]3)=[O:12])=[CH:7][N:8]2[CH2:32][C:33]#[N:34])=[CH:4][CH:3]=1. The catalyst class is: 3. (7) Reactant: [Cl:1][C:2]1[CH:7]=[CH:6][C:5]([C:8]2([C:11]([OH:13])=O)[CH2:10][CH2:9]2)=[CH:4][CH:3]=1.[NH:14]1[CH2:18][CH2:17][C@H:16]([OH:19])[CH2:15]1.F[P-](F)(F)(F)(F)F.N1(O[P+](N(C)C)(N(C)C)N(C)C)C2C=CC=CC=2N=N1.CCN(C(C)C)C(C)C. Product: [Cl:1][C:2]1[CH:3]=[CH:4][C:5]([C:8]2([C:11]([N:14]3[CH2:18][CH2:17][C@H:16]([OH:19])[CH2:15]3)=[O:13])[CH2:9][CH2:10]2)=[CH:6][CH:7]=1. The catalyst class is: 3. (8) Reactant: [CH2:1]1[C:9]2[C:4](=[CH:5][CH:6]=[CH:7][CH:8]=2)[CH2:3][NH:2]1.[N+](C1C=C(S(O[CH2:23][C@@H:24]2[CH2:26][O:25]2)(=O)=O)C=CC=1)([O-])=O.[F-].[K+]. Product: [O:25]1[CH2:26][C@H:24]1[CH2:23][N:2]1[CH2:3][C:4]2[C:9](=[CH:8][CH:7]=[CH:6][CH:5]=2)[CH2:1]1. The catalyst class is: 1. (9) Reactant: F[C:2]1[CH:12]=[CH:11][C:5]([C:6]([O:8][CH2:9][CH3:10])=[O:7])=[CH:4][C:3]=1[N+:13]([O-:15])=[O:14].[CH2:16]([NH:20][CH2:21][CH2:22][CH3:23])[CH:17]([CH3:19])[CH3:18]. Product: [CH2:16]([N:20]([CH2:21][CH2:22][CH3:23])[C:2]1[CH:12]=[CH:11][C:5]([C:6]([O:8][CH2:9][CH3:10])=[O:7])=[CH:4][C:3]=1[N+:13]([O-:15])=[O:14])[CH:17]([CH3:19])[CH3:18]. The catalyst class is: 8.